This data is from Forward reaction prediction with 1.9M reactions from USPTO patents (1976-2016). The task is: Predict the product of the given reaction. Given the reactants [F:1][C:2]1[CH:7]=[CH:6][C:5]([N:8]2[C:16]3[C:11](=[CH:12][C:13]([CH2:17][OH:18])=[CH:14][CH:15]=3)[CH:10]=[N:9]2)=[CH:4][CH:3]=1.CC(C)=[O:21].OS(O)(=O)=O.O=[Cr](=O)=O, predict the reaction product. The product is: [F:1][C:2]1[CH:3]=[CH:4][C:5]([N:8]2[C:16]3[C:11](=[CH:12][C:13]([C:17]([OH:21])=[O:18])=[CH:14][CH:15]=3)[CH:10]=[N:9]2)=[CH:6][CH:7]=1.